From a dataset of Reaction yield outcomes from USPTO patents with 853,638 reactions. Predict the reaction yield, written as a fraction of the theoretical maximum amount of product (1.0 means a 100% yield; for example, 0.34 means a 34% yield). The reactants are [CH3:1][C:2]1[O:6][N:5]=[C:4]([C:7]2[CH:12]=[CH:11][CH:10]=[CH:9][CH:8]=2)[C:3]=1[CH2:13][O:14][C:15]1[CH:23]=[CH:22][C:18]([C:19]([OH:21])=O)=[CH:17][N:16]=1.F[B-](F)(F)F.N1(OC(N(C)C)=[N+](C)C)C2C=CC=CC=2N=N1.C(N(CC)C(C)C)(C)C.Cl.[CH2:56]([O:58][C:59](=[O:68])[CH2:60][N:61]1[CH2:66][CH2:65][CH2:64][CH:63]([NH2:67])[CH2:62]1)[CH3:57]. The catalyst is CN(C=O)C. The product is [CH2:56]([O:58][C:59](=[O:68])[CH2:60][N:61]1[CH2:66][CH2:65][CH2:64][CH:63]([NH:67][C:19]([C:18]2[CH:17]=[N:16][C:15]([O:14][CH2:13][C:3]3[C:4]([C:7]4[CH:8]=[CH:9][CH:10]=[CH:11][CH:12]=4)=[N:5][O:6][C:2]=3[CH3:1])=[CH:23][CH:22]=2)=[O:21])[CH2:62]1)[CH3:57]. The yield is 0.810.